Dataset: Forward reaction prediction with 1.9M reactions from USPTO patents (1976-2016). Task: Predict the product of the given reaction. (1) Given the reactants [CH3:1][O:2][C:3]1[CH:13]=[CH:12][CH:11]=[C:10]([CH3:14])[C:4]=1[C:5]([O:7][CH2:8][CH3:9])=[O:6].[Br:15]N1C(=O)CCC1=O, predict the reaction product. The product is: [Br:15][CH2:14][C:10]1[C:4]([C:5]([O:7][CH2:8][CH3:9])=[O:6])=[C:3]([O:2][CH3:1])[CH:13]=[CH:12][CH:11]=1. (2) Given the reactants F[C:2]1[CH:10]=[C:9]2[C:5]([C:6]([CH:11]3[C:16](=O)[CH2:15][C:14]([CH3:19])([CH3:18])[CH2:13][C:12]3=[O:20])=[CH:7][NH:8]2)=[CH:4][CH:3]=1.[NH2:21][C:22]1C=C(OC)C=C[C:23]=1C(O)=O.[C:33](O)(=[O:41])C1C(=CC=CC=1)N, predict the reaction product. The product is: [CH3:33][O:41][C:2]1[CH:3]=[CH:4][C:5]2[C:6]3[C:11]4[C:12](=[O:20])[CH2:13][C:14]([CH3:18])([CH3:19])[CH2:15][C:16]=4[N:21]=[C:22]([CH3:23])[C:7]=3[NH:8][C:9]=2[CH:10]=1. (3) Given the reactants [Cl:1][C:2]1[CH:7]=[C:6]([Cl:8])[CH:5]=[CH:4][C:3]=1[C:9]1[N:10]=[C:11]([CH:18]=[C:19]2[C:31]3[CH:30]=[CH:29][CH:28]=[CH:27][C:26]=3[C:25]3[C:20]2=[CH:21][CH:22]=[CH:23][CH:24]=3)[N:12]([CH2:14][C:15](O)=[O:16])[CH:13]=1.[CH3:32][O:33][C:34]1[CH:35]=[C:36]([CH:40]=[CH:41][CH:42]=1)[CH2:37][CH2:38][NH2:39], predict the reaction product. The product is: [Cl:1][C:2]1[CH:7]=[C:6]([Cl:8])[CH:5]=[CH:4][C:3]=1[C:9]1[N:10]=[C:11]([CH:18]=[C:19]2[C:20]3[CH:21]=[CH:22][CH:23]=[CH:24][C:25]=3[C:26]3[C:31]2=[CH:30][CH:29]=[CH:28][CH:27]=3)[N:12]([CH2:14][C:15]([NH:39][CH2:38][CH2:37][C:36]2[CH:40]=[CH:41][CH:42]=[C:34]([O:33][CH3:32])[CH:35]=2)=[O:16])[CH:13]=1. (4) Given the reactants [C:1]([C:3]1[CH:8]=[CH:7][C:6]([N:9]2[CH:14]=[CH:13][C:12]([O:15][CH:16]3[CH2:21][CH2:20][N:19]([C:22]([O:24][C:25](C)([CH3:27])[CH3:26])=[O:23])[CH2:18][CH2:17]3)=[CH:11][C:10]2=[O:29])=[C:5]([F:30])[CH:4]=1)#[N:2].N1(C([O-])=O)CCCCC1.ClC1N=CC(CCC)=CN=1.C(=O)([O-])[O-].[Cs+].[Cs+], predict the reaction product. The product is: [C:1]([C:3]1[CH:8]=[CH:7][C:6]([N:9]2[CH:14]=[CH:13][C:12]([O:15][CH:16]3[CH2:21][CH2:20][N:19]([C:22]([O:24][CH:25]([CH3:26])[CH3:27])=[O:23])[CH2:18][CH2:17]3)=[CH:11][C:10]2=[O:29])=[C:5]([F:30])[CH:4]=1)#[N:2].